From a dataset of Forward reaction prediction with 1.9M reactions from USPTO patents (1976-2016). Predict the product of the given reaction. (1) Given the reactants Cl.[Cl:2][C:3]1[CH:4]=[C:5]([CH2:11][CH2:12][C:13]([OH:15])=O)[CH:6]=[CH:7][C:8]=1[O:9][CH3:10].[NH2:16][C@@H:17]([CH2:35][O:36][CH2:37][C:38]1[CH:43]=[CH:42][CH:41]=[CH:40][CH:39]=1)[C:18]([NH:20][C:21]1[CH:26]=[CH:25][C:24]([O:27][C:28]2[CH:33]=[CH:32][C:31]([F:34])=[CH:30][CH:29]=2)=[CH:23][CH:22]=1)=[O:19], predict the reaction product. The product is: [CH2:37]([O:36][CH2:35][C@H:17]([NH:16][C:13](=[O:15])[CH2:12][CH2:11][C:5]1[CH:6]=[CH:7][C:8]([O:9][CH3:10])=[C:3]([Cl:2])[CH:4]=1)[C:18]([NH:20][C:21]1[CH:26]=[CH:25][C:24]([O:27][C:28]2[CH:33]=[CH:32][C:31]([F:34])=[CH:30][CH:29]=2)=[CH:23][CH:22]=1)=[O:19])[C:38]1[CH:43]=[CH:42][CH:41]=[CH:40][CH:39]=1. (2) Given the reactants C(O)(=O)C.[N+:5]([C:8]1[CH:9]=[CH:10][CH:11]=[C:12]2[C:17]=1[N:16]=[CH:15][C:14]([S:18]([C:21]1[CH:26]=[CH:25][CH:24]=[CH:23][CH:22]=1)(=[O:20])=[O:19])=[CH:13]2)([O-])=O.C1(C)C=CC=CC=1.[CH3:34][S:35]([OH:38])(=[O:37])=[O:36], predict the reaction product. The product is: [CH3:34][S:35]([OH:38])(=[O:37])=[O:36].[NH2:5][C:8]1[CH:9]=[CH:10][CH:11]=[C:12]2[C:17]=1[N:16]=[CH:15][C:14]([S:18]([C:21]1[CH:22]=[CH:23][CH:24]=[CH:25][CH:26]=1)(=[O:20])=[O:19])=[CH:13]2. (3) Given the reactants [C:1]([NH:4][C:5]1[S:6][CH:7]=[C:8]([CH2:10][CH2:11][C:12]2[CH:17]=[CH:16][C:15]([CH2:18][C:19](OC)=[O:20])=[CH:14][CH:13]=2)[N:9]=1)(=[O:3])[CH3:2].[BH4-].[Li+].S([O-])([O-])(=O)=O.[Na+].[Na+], predict the reaction product. The product is: [OH:20][CH2:19][CH2:18][C:15]1[CH:16]=[CH:17][C:12]([CH2:11][CH2:10][C:8]2[N:9]=[C:5]([NH:4][C:1](=[O:3])[CH3:2])[S:6][CH:7]=2)=[CH:13][CH:14]=1. (4) Given the reactants CC1(C)C(C)(C)OB([C:9]2[CH:10]=[C:11]3[NH:17][CH:16]=[CH:15][C:12]3=[N:13][CH:14]=2)O1.[NH2:19][C:20]1[C:29]2[C:24](=[C:25](Br)[C:26]([CH3:30])=[CH:27][CH:28]=2)[N:23]=[N:22][C:21]=1[C:32]([NH2:34])=[O:33], predict the reaction product. The product is: [NH2:19][C:20]1[C:29]2[C:24](=[C:25]([C:9]3[CH:10]=[C:11]4[NH:17][CH:16]=[CH:15][C:12]4=[N:13][CH:14]=3)[C:26]([CH3:30])=[CH:27][CH:28]=2)[N:23]=[N:22][C:21]=1[C:32]([NH2:34])=[O:33]. (5) Given the reactants [CH3:1][C:2]1[CH:7]=[C:6]([CH3:8])[CH:5]=[CH:4][C:3]=1[N:9]([C:31]1[CH:36]=[CH:35][C:34]([CH3:37])=[CH:33][CH:32]=1)[C:10]1[CH:15]=[CH:14][C:13]([C:16]2[CH:21]=[CH:20][C:19]([NH:22][C:23]3[CH:28]=[CH:27][C:26]([CH3:29])=[CH:25][C:24]=3[CH3:30])=[CH:18][CH:17]=2)=[CH:12][CH:11]=1.[Br:38][C:39]1[CH:44]=[CH:43][C:42]([C:45]2[CH:50]=[CH:49][C:48](I)=[CH:47][CH:46]=2)=[CH:41][CH:40]=1, predict the reaction product. The product is: [Br:38][C:39]1[CH:44]=[CH:43][C:42]([C:45]2[CH:50]=[CH:49][C:48]([N:22]([C:23]3[CH:28]=[CH:27][C:26]([CH3:29])=[CH:25][C:24]=3[CH3:30])[C:19]3[CH:20]=[CH:21][C:16]([C:13]4[CH:12]=[CH:11][C:10]([N:9]([C:3]5[CH:4]=[CH:5][C:6]([CH3:8])=[CH:7][C:2]=5[CH3:1])[C:31]5[CH:36]=[CH:35][C:34]([CH3:37])=[CH:33][CH:32]=5)=[CH:15][CH:14]=4)=[CH:17][CH:18]=3)=[CH:47][CH:46]=2)=[CH:41][CH:40]=1. (6) Given the reactants [Cl-].O[NH3+:3].[C:4](=[O:7])([O-])[OH:5].[Na+].CS(C)=O.[C:13]12([C:23](=[O:53])[CH2:24][N:25]3[C:30](=[O:31])[C:29]4[CH:32]=[C:33]([CH2:35][CH3:36])[S:34][C:28]=4[N:27]([CH2:37][C:38]4[CH:43]=[CH:42][C:41]([C:44]5[C:45]([C:50]#[N:51])=[CH:46][CH:47]=[CH:48][CH:49]=5)=[CH:40][CH:39]=4)[C:26]3=[O:52])[CH2:22][CH:17]3[CH2:18][CH:19]([CH2:21][CH:15]([CH2:16]3)[CH2:14]1)[CH2:20]2, predict the reaction product. The product is: [C:13]12([C:23](=[O:53])[CH2:24][N:25]3[C:30](=[O:31])[C:29]4[CH:32]=[C:33]([CH2:35][CH3:36])[S:34][C:28]=4[N:27]([CH2:37][C:38]4[CH:39]=[CH:40][C:41]([C:44]5[CH:49]=[CH:48][CH:47]=[CH:46][C:45]=5[C:50]5[NH:3][C:4](=[O:7])[O:5][N:51]=5)=[CH:42][CH:43]=4)[C:26]3=[O:52])[CH2:20][CH:19]3[CH2:21][CH:15]([CH2:16][CH:17]([CH2:18]3)[CH2:22]1)[CH2:14]2. (7) The product is: [NH2:1][C:2]1[CH:7]=[CH:6][C:5]([CH2:8][CH2:9][O:10][C:16](=[O:17])[CH3:15])=[CH:4][C:3]=1[N+:11]([O-:14])=[O:12]. Given the reactants [NH2:1][C:2]1[CH:7]=[CH:6][C:5]([CH2:8][CH2:9][OH:10])=[CH:4][CH:3]=1.[N+:11]([O-:14])(O)=[O:12].[CH3:15][C:16](OC(C)=O)=[O:17], predict the reaction product.